From a dataset of Full USPTO retrosynthesis dataset with 1.9M reactions from patents (1976-2016). Predict the reactants needed to synthesize the given product. (1) The reactants are: C(OC([N:8]1[C:12]2[CH:13]=[C:14]([C:17](=[O:31])[NH:18][CH:19]([C:28]([OH:30])=[O:29])[CH2:20][C:21]3[CH:26]=[CH:25][C:24]([Cl:27])=[CH:23][CH:22]=3)[CH:15]=[CH:16][C:11]=2[N:10]=[C:9]1[CH3:32])=O)(C)(C)C.Cl. Given the product [Cl:27][C:24]1[CH:25]=[CH:26][C:21]([CH2:20][CH:19]([NH:18][C:17]([C:14]2[CH:15]=[CH:16][C:11]3[N:10]=[C:9]([CH3:32])[NH:8][C:12]=3[CH:13]=2)=[O:31])[C:28]([OH:30])=[O:29])=[CH:22][CH:23]=1, predict the reactants needed to synthesize it. (2) Given the product [C:39]([NH:43][C:44]([N:27]1[CH2:26][CH:25]=[C:24]([C:22]2[NH:21][C:17]3[N:18]=[CH:19][N:20]=[C:15]([NH:14][C:10]4[CH:9]=[C:8]5[C:13](=[CH:12][CH:11]=4)[N:5]([CH3:4])[N:6]=[CH:7]5)[C:16]=3[CH:23]=2)[CH2:29][CH2:28]1)=[O:45])([CH3:42])([CH3:41])[CH3:40], predict the reactants needed to synthesize it. The reactants are: Cl.Cl.Cl.[CH3:4][N:5]1[C:13]2[C:8](=[CH:9][C:10]([NH:14][C:15]3[C:16]4[CH:23]=[C:22]([C:24]5[CH2:25][CH2:26][NH:27][CH2:28][CH:29]=5)[NH:21][C:17]=4[N:18]=[CH:19][N:20]=3)=[CH:11][CH:12]=2)[CH:7]=[N:6]1.C(N(CC)C(C)C)(C)C.[C:39]([N:43]=[C:44]=[O:45])([CH3:42])([CH3:41])[CH3:40]. (3) Given the product [N+:1]([C:4]1[CH:5]=[C:6]2[C:10](=[CH:11][CH:12]=1)[N:9]([CH2:25][CH2:26][C:27]1[CH:32]=[CH:31][CH:30]=[CH:29][CH:28]=1)[C:8]([C:13]([NH:15][C:16]1[CH:17]=[CH:18][CH:19]=[CH:20][CH:21]=1)=[O:14])=[CH:7]2)([O-:3])=[O:2], predict the reactants needed to synthesize it. The reactants are: [N+:1]([C:4]1[CH:5]=[C:6]2[C:10](=[CH:11][CH:12]=1)[NH:9][C:8]([C:13]([NH:15][C:16]1[CH:21]=[CH:20][CH:19]=[CH:18][CH:17]=1)=[O:14])=[CH:7]2)([O-:3])=[O:2].[OH-].[Na+].Br[CH2:25][CH2:26][C:27]1[CH:32]=[CH:31][CH:30]=[CH:29][CH:28]=1.[H-].[Na+].[Br-].Cl.